Dataset: Forward reaction prediction with 1.9M reactions from USPTO patents (1976-2016). Task: Predict the product of the given reaction. (1) Given the reactants [F:1][C:2]([F:11])([F:10])[C:3]1[CH:8]=[CH:7][CH:6]=[CH:5][C:4]=1[OH:9].C(=O)([O-])[O-].[Cs+].[Cs+].Br[CH:19]1[CH2:22][CH2:21][C:20]1=[O:23], predict the reaction product. The product is: [F:1][C:2]([F:10])([F:11])[C:3]1[CH:8]=[CH:7][CH:6]=[CH:5][C:4]=1[O:9][CH:19]1[CH2:22][CH2:21][C:20]1=[O:23]. (2) Given the reactants [Br-].[CH3:2][N:3]([CH3:11])[C:4]([N:8]([CH3:10])[CH3:9])=[NH+:5][CH2:6][CH3:7].[F:12][C:13]([P:19]([C:23]([F:29])([F:28])[C:24]([F:27])([F:26])[F:25])(=[O:22])[O:20]C)([F:18])[C:14]([F:17])([F:16])[F:15], predict the reaction product. The product is: [F:18][C:13]([P:19]([C:23]([F:28])([F:29])[C:24]([F:27])([F:26])[F:25])(=[O:20])[O-:22])([F:12])[C:14]([F:17])([F:16])[F:15].[CH3:2][N:3]([CH3:11])[C:4]([N:8]([CH3:10])[CH3:9])=[NH+:5][CH2:6][CH3:7]. (3) Given the reactants [CH2:1]([O:3][C:4]1[CH:9]=[CH:8][C:7]([C:10]2[CH:11]=[C:12]3[C:16](=[CH:17][CH:18]=2)[C:15](=[O:19])[O:14][CH2:13]3)=[C:6]([OH:20])[C:5]=1[O:21][CH3:22])[CH3:2].C(=O)([O-])[O-].[K+].[K+].[CH2:29](Br)[CH:30]([CH3:32])[CH3:31], predict the reaction product. The product is: [CH2:1]([O:3][C:4]1[CH:9]=[CH:8][C:7]([C:10]2[CH:11]=[C:12]3[C:16](=[CH:17][CH:18]=2)[C:15](=[O:19])[O:14][CH2:13]3)=[C:6]([O:20][CH2:29][CH:30]([CH3:32])[CH3:31])[C:5]=1[O:21][CH3:22])[CH3:2].